Dataset: Catalyst prediction with 721,799 reactions and 888 catalyst types from USPTO. Task: Predict which catalyst facilitates the given reaction. (1) Reactant: ClCCl.[F:4][C:5]1[CH:6]=[CH:7][C:8]([O:12][CH2:13][CH2:14][CH3:15])=[C:9]([CH:11]=1)[NH2:10].C(N(CC)CC)C.[F:23][C:24]([F:35])([F:34])[C:25](O[C:25](=[O:26])[C:24]([F:35])([F:34])[F:23])=[O:26]. Product: [F:23][C:24]([F:35])([F:34])[C:25]([NH:10][C:9]1[CH:11]=[C:5]([F:4])[CH:6]=[CH:7][C:8]=1[O:12][CH2:13][CH2:14][CH3:15])=[O:26]. The catalyst class is: 6. (2) Reactant: C([N-]C(C)C)(C)C.[Li+].[CH2:9]([O:11][C:12](=[O:19])[CH2:13][O:14][CH2:15][CH2:16][CH:17]=[CH2:18])[CH3:10].[C:20]1([S:26]([N:29]2[C:37]3[C:32](=[CH:33][C:34]([CH:38]=[O:39])=[CH:35][CH:36]=3)[CH:31]=[CH:30]2)(=[O:28])=[O:27])[CH:25]=[CH:24][CH:23]=[CH:22][CH:21]=1. Product: [CH2:9]([O:11][C:12](=[O:19])[CH:13]([O:14][CH2:15][CH2:16][CH:17]=[CH2:18])[CH:38]([C:34]1[CH:33]=[C:32]2[C:37](=[CH:36][CH:35]=1)[N:29]([S:26]([C:20]1[CH:21]=[CH:22][CH:23]=[CH:24][CH:25]=1)(=[O:28])=[O:27])[CH:30]=[CH:31]2)[OH:39])[CH3:10]. The catalyst class is: 7.